This data is from Full USPTO retrosynthesis dataset with 1.9M reactions from patents (1976-2016). The task is: Predict the reactants needed to synthesize the given product. (1) Given the product [CH3:1][C:2]1[NH:6][C:5]2[CH:7]=[C:8]([C:11]3[CH:12]=[CH:13][C:14]4[O:20][CH2:19][CH2:18][N:17]([CH:22]=[O:23])[CH2:16][C:15]=4[CH:21]=3)[CH:9]=[CH:10][C:4]=2[N:3]=1.[CH3:53][O:52][C:45]1[CH:44]=[C:40]([C:41]([N:17]2[CH2:16][C:15]3[CH:21]=[C:11]([C:8]4[CH:9]=[CH:10][C:4]5[N:3]=[C:2]([CH3:1])[NH:6][C:5]=5[CH:7]=4)[CH:12]=[CH:13][C:14]=3[O:20][CH2:19][CH2:18]2)=[O:42])[CH:39]=[CH:47][C:46]=1[S:48]([CH3:51])(=[O:49])=[O:50], predict the reactants needed to synthesize it. The reactants are: [CH3:1][C:2]1[NH:6][C:5]2[CH:7]=[C:8]([C:11]3[CH:12]=[CH:13][C:14]4[O:20][CH2:19][CH2:18][NH:17][CH2:16][C:15]=4[CH:21]=3)[CH:9]=[CH:10][C:4]=2[N:3]=1.[CH3:22][O:23]C1C=C(C=CC=1S(C)(=O)=O)C(O)=O.C([C:39]1[CH:47]=[C:46]([S:48]([CH3:51])(=[O:50])=[O:49])[C:45]([O:52][CH3:53])=[CH:44][C:40]=1[C:41](O)=[O:42])C. (2) Given the product [CH:37]1([CH2:36][C:33]2[CH:34]=[CH:35][C:30]([CH2:29][O:1][C:2]3[CH:10]=[CH:9][C:8]4[N:7]5[CH2:11][CH2:12][CH:13]([CH2:14][C:15]([O:17][C:18]([CH3:21])([CH3:20])[CH3:19])=[O:16])[C:6]5=[CH:5][C:4]=4[CH:3]=3)=[CH:31][C:32]=2[C:43]([F:44])([F:45])[F:46])[CH2:38][CH2:39][CH2:40][CH2:41][CH2:42]1, predict the reactants needed to synthesize it. The reactants are: [OH:1][C:2]1[CH:10]=[CH:9][C:8]2[N:7]3[CH2:11][CH2:12][CH:13]([CH2:14][C:15]([O:17][C:18]([CH3:21])([CH3:20])[CH3:19])=[O:16])[C:6]3=[CH:5][C:4]=2[CH:3]=1.C([O-])([O-])=O.[Cs+].[Cs+].Cl[CH2:29][C:30]1[CH:35]=[CH:34][C:33]([CH2:36][CH:37]2[CH2:42][CH2:41][CH2:40][CH2:39][CH2:38]2)=[C:32]([C:43]([F:46])([F:45])[F:44])[CH:31]=1. (3) Given the product [C:5]1([C:16]([C:15]2[CH:14]=[CH:21][CH:20]=[CH:19][CH:18]=2)=[CH:16][C:15]2[CH:18]=[CH:19][C:20]([C:7]([C:6]3[CH:9]=[CH:10][CH:11]=[CH:12][C:5]=3[OH:4])=[O:8])=[CH:21][CH:14]=2)[CH:12]=[CH:11][CH:10]=[CH:9][CH:6]=1, predict the reactants needed to synthesize it. The reactants are: COC[O:4][C:5]1[CH:12]=[CH:11][CH:10]=[CH:9][C:6]=1[CH:7]=[O:8].C[C:14]1[CH:21]=[CH:20][CH:19]=[C:18](C)[C:15]=1[CH:16]=O.Cl. (4) Given the product [CH2:9]1[C:10]2[C:5](=[CH:4][CH:3]=[CH:2][CH:1]=2)[CH2:6][CH2:7][CH2:8]1.[CH2:9]1[CH:10]2[CH:5]([CH2:4][CH2:3][CH2:2][CH2:1]2)[CH2:6][CH2:7][CH2:8]1, predict the reactants needed to synthesize it. The reactants are: [CH:1]1[C:10]2[C:5](=[CH:6][CH:7]=[CH:8][CH:9]=2)[CH:4]=[CH:3][CH:2]=1. (5) Given the product [C:14](=[O:20])([O:9][CH:2]([CH2:3][CH2:4][CH2:5][CH2:6][CH2:7][CH3:8])[CH3:1])[O:15][C:16]1[CH:36]=[C:29]([F:28])[C:30]([CH:31]=[O:32])=[C:33]([F:38])[CH:34]=1, predict the reactants needed to synthesize it. The reactants are: [CH3:1][CH:2]([OH:9])[CH2:3][CH2:4][CH2:5][CH2:6][CH2:7][CH3:8].ClC(Cl)(O[C:14](=[O:20])[O:15][C:16](Cl)(Cl)Cl)Cl.N1C=CC=CC=1.[F:28][C:29]1[CH:36]=C(O)[CH:34]=[C:33]([F:38])[C:30]=1[CH:31]=[O:32]. (6) Given the product [CH3:50][C@H:48]1[O:49][C@@H:44]([CH3:43])[CH2:45][N:46]([CH2:6][CH2:7][O:8][C@H:9]2[CH2:14][CH2:13][C@H:12]([N:15]3[C:20](=[O:21])[C:19]([CH2:22][C:23]4[CH:28]=[CH:27][C:26]([C:29]5[C:30]([C:35]#[N:36])=[CH:31][CH:32]=[CH:33][CH:34]=5)=[CH:25][CH:24]=4)=[C:18]([CH2:37][CH2:38][CH3:39])[N:17]4[N:40]=[CH:41][N:42]=[C:16]34)[CH2:11][CH2:10]2)[CH2:47]1, predict the reactants needed to synthesize it. The reactants are: CS(O[CH2:6][CH2:7][O:8][C@H:9]1[CH2:14][CH2:13][C@H:12]([N:15]2[C:20](=[O:21])[C:19]([CH2:22][C:23]3[CH:28]=[CH:27][C:26]([C:29]4[CH:34]=[CH:33][CH:32]=[CH:31][C:30]=4[C:35]#[N:36])=[CH:25][CH:24]=3)=[C:18]([CH2:37][CH2:38][CH3:39])[N:17]3[N:40]=[CH:41][N:42]=[C:16]23)[CH2:11][CH2:10]1)(=O)=O.[CH3:43][C@H:44]1[O:49][C@@H:48]([CH3:50])[CH2:47][NH:46][CH2:45]1.[I-].[Na+]. (7) Given the product [C:21]1([N:27]2[CH2:32][CH2:31][N:30]([CH2:19][CH2:18][CH2:17][C:9]3[CH:10]=[C:11]([C:12]4[S:13][CH:14]=[CH:15][CH:16]=4)[N:7]([C:1]4[CH:6]=[CH:5][CH:4]=[CH:3][CH:2]=4)[N:8]=3)[CH2:29][CH2:28]2)[CH:26]=[CH:25][CH:24]=[CH:23][CH:22]=1, predict the reactants needed to synthesize it. The reactants are: [C:1]1([N:7]2[C:11]([C:12]3[S:13][CH:14]=[CH:15][CH:16]=3)=[CH:10][C:9]([CH2:17][CH2:18][CH:19]=O)=[N:8]2)[CH:6]=[CH:5][CH:4]=[CH:3][CH:2]=1.[C:21]1([N:27]2[CH2:32][CH2:31][NH:30][CH2:29][CH2:28]2)[CH:26]=[CH:25][CH:24]=[CH:23][CH:22]=1.CCN(C(C)C)C(C)C.[BH-](OC(C)=O)(OC(C)=O)OC(C)=O.[Na+].